From a dataset of Peptide-MHC class II binding affinity with 134,281 pairs from IEDB. Regression. Given a peptide amino acid sequence and an MHC pseudo amino acid sequence, predict their binding affinity value. This is MHC class II binding data. (1) The peptide sequence is LPSQAFEYILYNKG. The MHC is HLA-DQA10102-DQB10602 with pseudo-sequence HLA-DQA10102-DQB10602. The binding affinity (normalized) is 0.324. (2) The peptide sequence is TVFGSAFQGLFGGLNKK. The MHC is HLA-DQA10102-DQB10501 with pseudo-sequence HLA-DQA10102-DQB10501. The binding affinity (normalized) is 0.362. (3) The peptide sequence is GKAGCQTYKWETFLT. The MHC is HLA-DQA10102-DQB10502 with pseudo-sequence HLA-DQA10102-DQB10502. The binding affinity (normalized) is 0.268. (4) The peptide sequence is QEKSQEELSTLYEAL. The MHC is DRB1_0101 with pseudo-sequence DRB1_0101. The binding affinity (normalized) is 0.421.